From a dataset of Catalyst prediction with 721,799 reactions and 888 catalyst types from USPTO. Predict which catalyst facilitates the given reaction. (1) Reactant: [F:1][C:2]([F:13])([F:12])[C:3]1[CH:8]=[CH:7][C:6]([N:9]=[C:10]=[O:11])=[CH:5][CH:4]=1.[NH2:14][CH:15]1[CH2:20][CH2:19][N:18]([C:21]([O:23][C:24]([CH3:27])([CH3:26])[CH3:25])=[O:22])[CH2:17][CH2:16]1. Product: [F:1][C:2]([F:12])([F:13])[C:3]1[CH:4]=[CH:5][C:6]([NH:9][C:10](=[O:11])[NH:14][CH:15]2[CH2:16][CH2:17][N:18]([C:21]([O:23][C:24]([CH3:27])([CH3:26])[CH3:25])=[O:22])[CH2:19][CH2:20]2)=[CH:7][CH:8]=1. The catalyst class is: 2. (2) Reactant: [N:1]1([CH2:7][CH2:8][CH2:9][O:10][C:11]2[CH:16]=[CH:15][C:14]([N:17]3[CH2:22][CH2:21][NH:20][CH2:19][CH2:18]3)=[CH:13][CH:12]=2)[CH2:6][CH2:5][CH2:4][CH2:3][CH2:2]1.[C:23]([Cl:26])([Cl:25])=[O:24]. Product: [ClH:25].[N:1]1([CH2:7][CH2:8][CH2:9][O:10][C:11]2[CH:16]=[CH:15][C:14]([N:17]3[CH2:18][CH2:19][N:20]([C:23]([Cl:26])=[O:24])[CH2:21][CH2:22]3)=[CH:13][CH:12]=2)[CH2:6][CH2:5][CH2:4][CH2:3][CH2:2]1. The catalyst class is: 426.